Dataset: Catalyst prediction with 721,799 reactions and 888 catalyst types from USPTO. Task: Predict which catalyst facilitates the given reaction. (1) Product: [CH3:24][N:25]1[C:26](=[O:51])[C:27]([NH:40][C:41]2[CH:50]=[C:44]3[CH2:45][N:46]([CH3:49])[CH2:47][CH2:48][N:43]3[N:42]=2)=[CH:28][C:29]([C:2]2[C:7]([CH:8]=[O:9])=[C:6]([N:10]3[C:22](=[O:23])[C:14]4=[CH:15][N:16]5[C:21]([CH2:20][CH2:19][CH2:18][CH2:17]5)=[C:13]4[CH:12]=[N:11]3)[N:5]=[CH:4][CH:3]=2)=[CH:30]1. The catalyst class is: 379. Reactant: Cl[C:2]1[C:7]([CH:8]=[O:9])=[C:6]([N:10]2[C:22](=[O:23])[C:14]3=[CH:15][N:16]4[C:21]([CH2:20][CH2:19][CH2:18][CH2:17]4)=[C:13]3[CH:12]=[N:11]2)[N:5]=[CH:4][CH:3]=1.[CH3:24][N:25]1[CH:30]=[C:29](B2OC(C)(C)C(C)(C)O2)[CH:28]=[C:27]([NH:40][C:41]2[CH:50]=[C:44]3[CH2:45][N:46]([CH3:49])[CH2:47][CH2:48][N:43]3[N:42]=2)[C:26]1=[O:51].C([O-])(=O)C.[Na+].[O-]P([O-])([O-])=O.[K+].[K+].[K+]. (2) Reactant: [CH3:1][C:2]([NH:4][C:5]1[CH:10]=[CH:9][C:8]([NH2:11])=[CH:7][CH:6]=1)=[O:3].[C:12]([O:18][CH3:19])(=[O:17])[CH2:13][C:14]([CH3:16])=O. Product: [CH3:19][O:18][C:12](=[O:17])[CH:13]=[C:14]([NH:11][C:8]1[CH:9]=[CH:10][C:5]([NH:4][C:2](=[O:3])[CH3:1])=[CH:6][CH:7]=1)[CH3:16]. The catalyst class is: 5. (3) Reactant: [C:1]([O:5][C:6](=[O:37])[NH:7][C:8]1([C:14]2N=C(C(NCC3C=CC(F)=CC=3S(C)(=O)=O)=O)C(O)=C(O)[N:15]=2)[CH2:13][CH2:12][O:11][CH2:10][CH2:9]1)([CH3:4])([CH3:3])[CH3:2].FC(F)(F)C(O)=[O:41]. Product: [NH2:15][C:14]([C:8]1([NH:7][C:6](=[O:37])[O:5][C:1]([CH3:4])([CH3:3])[CH3:2])[CH2:13][CH2:12][O:11][CH2:10][CH2:9]1)=[O:41]. The catalyst class is: 4. (4) Reactant: C1(O[C:8](=[O:27])[NH:9][C:10]2[CH:15]=[CH:14][C:13]([O:16][C:17]3[CH:22]=[CH:21][C:20]([N+:23]([O-:25])=[O:24])=[CH:19][C:18]=3[F:26])=[CH:12][CH:11]=2)C=CC=CC=1.[CH2:28]([N:38]1[CH2:43][CH2:42][NH:41][CH2:40][CH2:39]1)[C:29]1[CH:37]=[CH:36][C:35]2[O:34][CH2:33][O:32][C:31]=2[CH:30]=1.O. Product: [F:26][C:18]1[CH:19]=[C:20]([N+:23]([O-:25])=[O:24])[CH:21]=[CH:22][C:17]=1[O:16][C:13]1[CH:12]=[CH:11][C:10]([NH:9][C:8]([N:41]2[CH2:42][CH2:43][N:38]([CH2:28][C:29]3[CH:37]=[CH:36][C:35]4[O:34][CH2:33][O:32][C:31]=4[CH:30]=3)[CH2:39][CH2:40]2)=[O:27])=[CH:15][CH:14]=1. The catalyst class is: 3. (5) Reactant: [N:1]1([C:25]([O:27][C:28]([CH3:31])([CH3:30])[CH3:29])=[O:26])[CH2:5][CH2:4][CH2:3][C@H:2]1[C:6]([O:8][CH2:9][C:10]([C:12]1[CH:17]=[CH:16][C:15]([Br:18])=[C:14]([CH2:19][O:20]S(C)(=O)=O)[CH:13]=1)=[O:11])=[O:7].[N:32]1([C:54]([O:56][CH2:57][C:58]2[CH:63]=[CH:62][CH:61]=[CH:60][CH:59]=2)=[O:55])[CH2:36][CH2:35][CH2:34][C@H:33]1[C:37]([O:39][CH2:40][C:41]([C:43]1[CH:52]=[CH:51][C:50]2[C:45](=[CH:46][CH:47]=[CH:48][C:49]=2O)[CH:44]=1)=[O:42])=[O:38].C(=O)([O-])[O-].[Cs+].[Cs+]. Product: [N:32]1([C:54]([O:56][CH2:57][C:58]2[CH:63]=[CH:62][CH:61]=[CH:60][CH:59]=2)=[O:55])[CH2:36][CH2:35][CH2:34][C@H:33]1[C:37]([O:39][CH2:40][C:41]([C:43]1[CH:52]=[CH:51][C:50]2[C:45](=[CH:46][CH:47]=[CH:48][C:49]=2[O:20][CH2:19][C:14]2[CH:13]=[C:12]([C:10](=[O:11])[CH2:9][O:8][C:6]([C@@H:2]3[CH2:3][CH2:4][CH2:5][N:1]3[C:25]([O:27][C:28]([CH3:31])([CH3:30])[CH3:29])=[O:26])=[O:7])[CH:17]=[CH:16][C:15]=2[Br:18])[CH:44]=1)=[O:42])=[O:38]. The catalyst class is: 42.